From a dataset of Forward reaction prediction with 1.9M reactions from USPTO patents (1976-2016). Predict the product of the given reaction. (1) Given the reactants C([O:5][C:6](=[O:48])[CH2:7][CH:8]([OH:47])[CH2:9][CH:10]([OH:46])[CH2:11][CH2:12][C:13]1[N:14]([CH:43]([CH3:45])[CH3:44])[C:15]([C:31](=[O:42])[NH:32][CH2:33][C:34]2[CH:39]=[CH:38][C:37]([CH2:40][OH:41])=[CH:36][CH:35]=2)=[C:16]([C:25]2[CH:30]=[CH:29][CH:28]=[CH:27][CH:26]=2)[C:17]=1[C:18]1[CH:23]=[CH:22][C:21]([F:24])=[CH:20][CH:19]=1)(C)(C)C.[OH-].[Na+:50], predict the reaction product. The product is: [Na+:50].[F:24][C:21]1[CH:20]=[CH:19][C:18]([C:17]2[C:16]([C:25]3[CH:26]=[CH:27][CH:28]=[CH:29][CH:30]=3)=[C:15]([C:31](=[O:42])[NH:32][CH2:33][C:34]3[CH:39]=[CH:38][C:37]([CH2:40][OH:41])=[CH:36][CH:35]=3)[N:14]([CH:43]([CH3:45])[CH3:44])[C:13]=2[CH2:12][CH2:11][CH:10]([OH:46])[CH2:9][CH:8]([OH:47])[CH2:7][C:6]([O-:48])=[O:5])=[CH:23][CH:22]=1. (2) Given the reactants [CH2:1]([C:4]1[O:8][N:7]=[C:6]([C:9]([O:11]CC)=[O:10])[CH:5]=1)[CH2:2][CH3:3].C(O)C.[OH-].[K+], predict the reaction product. The product is: [CH2:1]([C:4]1[O:8][N:7]=[C:6]([C:9]([OH:11])=[O:10])[CH:5]=1)[CH2:2][CH3:3].